From a dataset of Experimentally validated miRNA-target interactions with 360,000+ pairs, plus equal number of negative samples. Binary Classification. Given a miRNA mature sequence and a target amino acid sequence, predict their likelihood of interaction. (1) The miRNA is mmu-miR-3057-3p with sequence UCCCACAGGCCCAGCUCAUAGC. The protein sequence of the target gene is MSSARFDSSDRSAWYMGPVTRQEAQTRLQGQRHGMFLVRDSSTCPGDYVLSVSENSRVSHYIINSLPNRRFKIGDQEFDHLPALLEFYKIHYLDTTTLIEPAPRYPSPPVGSVSAPNLPTAEENLEYVRTLYDFPGNDAEDLPFKKGELLVIIEKPEEQWWSARNKDGRVGMIPVPYVEKLVRSSPHGKHGNRNSNSYGIPEPAHAYAQPQTTTPLPTVASTPGAAINPLPSTQNGPVFAKAIQKRVPCAYDKTALALEVGDIVKVTRMNINGQWEGEVNGRKGLFPFTHVKIFDPQNPD.... Result: 1 (interaction). (2) The miRNA is hsa-miR-3929 with sequence GAGGCUGAUGUGAGUAGACCACU. The protein sequence of the target gene is MAEQLALVIGGTIGGLLLLLLIGASCCLWRRFCATLTYEELPGTPAMATTAASSGQRDRPCQPHARTQLSRPPAVPFVVPPTLQGRDWVPLHSGEWADAPWDPCPASELLPHTSSGGLGDACMVGAINPELYKFPEDKSETDFPDGCLGRLWFSVEYEQEAERLLVGLIKAQHLQAPSETCSPLVKLYLLPDERRFLQSKTKRKTSNPQFDEHFIFQVSSKTITQRVLKFSVYHVDRQRKHQLLGQVLFPLKNETLVGDCRRVIWRDLEAESLEPPSEFGDLQFCLSYNDYLSRLTVVVL.... Result: 1 (interaction). (3) The miRNA is cel-miR-34-5p with sequence AGGCAGUGUGGUUAGCUGGUUG. The protein sequence of the target gene is MAVPARTCGASWPGPVRTARPWPGRGPRPCPDPRGPASGPARPLLLLLPPLLLLPLLTAPGASAYSFPQQHTMQHWARRLEQEIDGVMRIFGGVQQLREIYKDNRNLFEVQENEPQKLVEKVAGDIESLLDRKVQALKRLADAAENFQKAHRWQDNIKEEDIMYYDAKADAELDDPESEDMERGSKTSALRLDFIEDPNFKNKVNYSYTAVQIPTDIYKGSTVILNELNWTEALENVFIENRRQDPTLLWQVFGSATGVTRYYPATPWRAPKKIDLYDVRRRPWYIQGASSPKDMVIIVD.... Result: 0 (no interaction). (4) The miRNA is mmu-miR-340-5p with sequence UUAUAAAGCAAUGAGACUGAUU. The protein sequence of the target gene is MNNLSFSELCCLFCCPPCPGKIASKLAFLPPDPTYTLMCDESGSRWTLHLSERADWQYSSREKDAIECFMTRTSKGNRIACMFVRCSPNAKYTLLFSHGNAVDLGQMSSFYIGLGSRINCNIFSYDYSGYGASSGKPTEKNLYADVEAAWLALRTRYGIRPENVIIYGQSIGTVPSVDLAARYESAAVILHSPLTSGMRVAFPDTKKTYCFDAFPNIDKISKITSPVLIIHGTEDEVIDFSHGLALFERCQRPVEPLWVEGAGHNDVELYGQYLERLKQFVSQELVNL. Result: 1 (interaction). (5) The protein sequence of the target gene is MGETMSKRLKFHLGEAEMEERSFPNPFPDYEAAASAAGLAAGSAEETGRVCPLPTTEDPGLPFHPNGKIVPNFIKRIQTKIKDLLQQMEEGLKTADPHDCSAYTGWTGIALLYLQLYRVTGDQTYLLRSLDYVKRTLRNLSGRRVTFLCGDAGPLAVGAVIYHKLKSECESQECITKLLQMHRTIVCQESELPDELLYGRAGYLYALLYLNTEIGPGTVGETAIKEVVSAIIESGKSLSREERKSERCPLLYQWHRKQYVGAAHGMAGIYYMLMQPEAKVDQETLTEMVKPSIDYVRHKK.... The miRNA is hsa-miR-1298-5p with sequence UUCAUUCGGCUGUCCAGAUGUA. Result: 0 (no interaction). (6) The miRNA is hsa-miR-376b-3p with sequence AUCAUAGAGGAAAAUCCAUGUU. The protein sequence of the target gene is MLENYKNLATVGYQLFKPSLISWLEQEESRTVQRGDFQASEWKVQLKTKELALQQDVLGEPTSSGIQMIGSHNGGEVSDVKQCGDVSSEHSCLKTHVRTQNSENTFECYLYGVDFLTLHKKTSTGEQRSVFSQCGKAFSLNPDVVCQRTCTGEKAFDCSDSGKSFINHSHLQGHLRTHNGESLHEWKECGRGFIHSTDLAVRIQTHRSEKPYKCKECGKGFRYSAYLNIHMGTHTGDNPYECKECGKAFTRSCQLTQHRKTHTGEKPYKCKDCGRAFTVSSCLSQHMKIHVGEKPYECKE.... Result: 1 (interaction). (7) The miRNA is hsa-miR-99b-5p with sequence CACCCGUAGAACCGACCUUGCG. The protein sequence of the target gene is MAEGEDMQTFTSIMDALVRISTSMKNMEKELLCPVCQEMYKQPLVLPCTHNVCQACAREVLGQQGYIGHGGDPSSEPTSPASTPSTRSPRLSRRTLPKPDRLDRLLKSGFGTYPGRKRGALHPQTILFPCPACQGDVELGERGLSGLFRNLTLERVVERYRQSVSVGGAILCQLCKPPPLEATKGCTECRATFCNECFKLFHPWGTQKAQHEPTLPTLSFRPKGLMCPDHKEEVTHYCKTCQRLVCQLCRVRRTHSGHKITPVLSAYQALKDKLTKSLAYILGNQDTVQTQICELEETIR.... Result: 0 (no interaction). (8) The miRNA is hsa-miR-548x-5p with sequence UGCAAAAGUAAUUGCAGUUUUUG. The protein sequence of the target gene is MLFKLLQRQTYTCLSHRYGLYVCFLGVVVTIVSAFQFGEVVLEWSRDQYHVLFDSYRDNIAGKSFQNRLCLPMPIDVVYTWVNGTDLELLKELQQVREQMEEEQKAMREILGKNTTEPTKKSEKQLECLLTHCIKVPMLVLDPALPANITLKDLPSLYPSFHSASDIFNVAKPKNPSTNVSVVVFDSTKDVEDAHSGLLKGNSRQTVWRGYLTTDKEVPGLVLMQDLAFLSGFPPTFKETNQLKTKLPENLSSKVKLLQLYSEASVALLKLNNPKDFQELNKQTKKNMTIDGKELTISPA.... Result: 1 (interaction). (9) Result: 0 (no interaction). The protein sequence of the target gene is MLSKVLPVLLGILLILQSRVEGPQTESKNEASSRDVVYGPQPQPLENQLLSEETKSTETETGSRVGKLPEASRILNTILSNYDHKLRPGIGEKPTVVTVEISVNSLGPLSILDMEYTIDIIFSQTWYDERLCYNDTFESLVLNGNVVSQLWIPDTFFRNSKRTHEHEITMPNQMVRIYKDGKVLYTIRMTIDAGCSLHMLRFPMDSHSCPLSFSSFSYPENEMIYKWENFKLEINEKNSWKLFQFDFTGVSNKTEIITTPVGDFMVMTIFFNVSRRFGYVAFQNYVPSSVTTMLSWVSFW.... The miRNA is hsa-miR-576-5p with sequence AUUCUAAUUUCUCCACGUCUUU.